This data is from NCI-60 drug combinations with 297,098 pairs across 59 cell lines. The task is: Regression. Given two drug SMILES strings and cell line genomic features, predict the synergy score measuring deviation from expected non-interaction effect. (1) Drug 1: C1=NC2=C(N1)C(=S)N=CN2. Drug 2: C1=NNC2=C1C(=O)NC=N2. Cell line: MDA-MB-231. Synergy scores: CSS=48.7, Synergy_ZIP=0.561, Synergy_Bliss=1.95, Synergy_Loewe=-28.0, Synergy_HSA=1.33. (2) Drug 1: C1=CN(C(=O)N=C1N)C2C(C(C(O2)CO)O)O.Cl. Drug 2: CC(C)(C#N)C1=CC(=CC(=C1)CN2C=NC=N2)C(C)(C)C#N. Cell line: IGROV1. Synergy scores: CSS=0.738, Synergy_ZIP=-1.04, Synergy_Bliss=0.207, Synergy_Loewe=-1.74, Synergy_HSA=-0.938. (3) Drug 1: C1CCC(C1)C(CC#N)N2C=C(C=N2)C3=C4C=CNC4=NC=N3. Drug 2: CN1C2=C(C=C(C=C2)N(CCCl)CCCl)N=C1CCCC(=O)O.Cl. Cell line: 786-0. Synergy scores: CSS=15.2, Synergy_ZIP=-2.67, Synergy_Bliss=2.66, Synergy_Loewe=1.95, Synergy_HSA=3.37. (4) Drug 1: CCCCCOC(=O)NC1=NC(=O)N(C=C1F)C2C(C(C(O2)C)O)O. Drug 2: C(CC(=O)O)C(=O)CN.Cl. Cell line: MCF7. Synergy scores: CSS=-1.15, Synergy_ZIP=2.12, Synergy_Bliss=3.02, Synergy_Loewe=-0.523, Synergy_HSA=-1.24. (5) Drug 1: CNC(=O)C1=CC=CC=C1SC2=CC3=C(C=C2)C(=NN3)C=CC4=CC=CC=N4. Drug 2: CC(C1=C(C=CC(=C1Cl)F)Cl)OC2=C(N=CC(=C2)C3=CN(N=C3)C4CCNCC4)N. Cell line: K-562. Synergy scores: CSS=56.3, Synergy_ZIP=1.65, Synergy_Bliss=4.82, Synergy_Loewe=1.30, Synergy_HSA=5.71. (6) Drug 1: COC1=CC(=CC(=C1O)OC)C2C3C(COC3=O)C(C4=CC5=C(C=C24)OCO5)OC6C(C(C7C(O6)COC(O7)C8=CC=CS8)O)O. Drug 2: C1=CN(C(=O)N=C1N)C2C(C(C(O2)CO)O)O.Cl. Cell line: OVCAR-5. Synergy scores: CSS=20.9, Synergy_ZIP=-12.3, Synergy_Bliss=-3.34, Synergy_Loewe=-2.16, Synergy_HSA=0.915. (7) Drug 1: CC(C1=C(C=CC(=C1Cl)F)Cl)OC2=C(N=CC(=C2)C3=CN(N=C3)C4CCNCC4)N. Synergy scores: CSS=-2.76, Synergy_ZIP=0.195, Synergy_Bliss=-2.99, Synergy_Loewe=-5.92, Synergy_HSA=-4.49. Cell line: HCT-15. Drug 2: CCCS(=O)(=O)NC1=C(C(=C(C=C1)F)C(=O)C2=CNC3=C2C=C(C=N3)C4=CC=C(C=C4)Cl)F.